This data is from Full USPTO retrosynthesis dataset with 1.9M reactions from patents (1976-2016). The task is: Predict the reactants needed to synthesize the given product. (1) Given the product [OH:15][CH2:16][CH2:17][CH2:18][CH2:19][CH:20]1[CH:17]2[CH2:18][CH2:19][CH2:20][O:15][CH:16]2[C:13]2[CH:14]=[C:8]([NH:7][C:1]3[CH:2]=[CH:3][CH:4]=[CH:5][CH:6]=3)[CH:9]=[CH:10][C:11]=2[NH:12]1, predict the reactants needed to synthesize it. The reactants are: [C:1]1([NH:7][C:8]2[CH:14]=[CH:13][C:11]([NH2:12])=[CH:10][CH:9]=2)[CH:6]=[CH:5][CH:4]=[CH:3][CH:2]=1.[O:15]1[CH:20]=[CH:19][CH2:18][CH2:17][CH2:16]1.[Cl-].[In+3].[Cl-].[Cl-]. (2) Given the product [F:39][C:40]1[CH:41]=[C:42]([CH:67]=[C:68]([F:72])[C:69]=1[O:70][CH3:71])[CH2:43][N:44]1[C:49]2[CH:50]=[C:51]([C:53]3[CH:54]=[CH:55][CH:56]=[CH:57][CH:58]=3)[S:52][C:48]=2[C:47](=[O:59])[N:46]([CH:60]2[CH2:65][CH2:64][N:63]([C:29]([C:28]3[CH:32]=[CH:33][C:25]([C:19]4[C:20]5[CH:21]=[C:22]([O:23][CH3:24])[C:13]([O:12][CH2:10][CH3:11])=[CH:14][C:15]=5[C@H:16]5[CH2:37][S:36][CH2:35][CH2:34][C@H:17]5[N:18]=4)=[CH:26][CH:27]=3)=[O:30])[CH2:62][CH2:61]2)[C:45]1=[O:66], predict the reactants needed to synthesize it. The reactants are: CCN(C(C)C)C(C)C.[CH2:10]([O:12][C:13]1[C:22]([O:23][CH3:24])=[CH:21][C:20]2[C:19]([C:25]3[CH:33]=[CH:32][C:28]([C:29](O)=[O:30])=[CH:27][CH:26]=3)=[N:18][C@@H:17]3[CH2:34][CH2:35][S:36][CH2:37][C@@H:16]3[C:15]=2[CH:14]=1)[CH3:11].Cl.[F:39][C:40]1[CH:41]=[C:42]([CH:67]=[C:68]([F:72])[C:69]=1[O:70][CH3:71])[CH2:43][N:44]1[C:49]2[CH:50]=[C:51]([C:53]3[CH:58]=[CH:57][CH:56]=[CH:55][CH:54]=3)[S:52][C:48]=2[C:47](=[O:59])[N:46]([CH:60]2[CH2:65][CH2:64][NH:63][CH2:62][CH2:61]2)[C:45]1=[O:66].CN(C(ON1N=NC2C=CC=CC1=2)=[N+](C)C)C.F[P-](F)(F)(F)(F)F.C(=O)(O)[O-].[Na+].